From a dataset of Full USPTO retrosynthesis dataset with 1.9M reactions from patents (1976-2016). Predict the reactants needed to synthesize the given product. (1) The reactants are: [Si:1]([O:18][CH2:19][C:20]1[C:25]([N:26]2[CH2:31][C@H:30]([CH3:32])[O:29][C@H:28]([CH3:33])[CH2:27]2)=[C:24]([F:34])[C:23]([F:35])=[CH:22][CH:21]=1)([C:14]([CH3:17])([CH3:16])[CH3:15])([C:8]1[CH:13]=[CH:12][CH:11]=[CH:10][CH:9]=1)[C:2]1[CH:7]=[CH:6][CH:5]=[CH:4][CH:3]=1.CON(C)[C:39](=[O:47])[C:40]1[CH:45]=[CH:44][C:43]([CH3:46])=[N:42][CH:41]=1. Given the product [Si:1]([O:18][CH2:19][C:20]1[C:25]([N:26]2[CH2:31][C@H:30]([CH3:32])[O:29][C@H:28]([CH3:33])[CH2:27]2)=[C:24]([F:34])[C:23]([F:35])=[C:22]([C:39]([C:40]2[CH:41]=[N:42][C:43]([CH3:46])=[CH:44][CH:45]=2)=[O:47])[CH:21]=1)([C:14]([CH3:16])([CH3:17])[CH3:15])([C:2]1[CH:7]=[CH:6][CH:5]=[CH:4][CH:3]=1)[C:8]1[CH:13]=[CH:12][CH:11]=[CH:10][CH:9]=1, predict the reactants needed to synthesize it. (2) Given the product [CH:13]1([CH:16]([C:18]2[CH:23]=[CH:22][C:21]([F:24])=[CH:20][C:19]=2[F:25])[C:9]2[C:8]3[C:12](=[C:4]([CH2:3][S:2][CH3:1])[CH:5]=[CH:6][CH:7]=3)[NH:11][CH:10]=2)[CH2:14][CH2:15]1, predict the reactants needed to synthesize it. The reactants are: [CH3:1][S:2][CH2:3][C:4]1[CH:5]=[CH:6][CH:7]=[C:8]2[C:12]=1[NH:11][CH:10]=[CH:9]2.[CH:13]1([CH:16]([C:18]2[CH:23]=[CH:22][C:21]([F:24])=[CH:20][C:19]=2[F:25])O)[CH2:15][CH2:14]1.ClC1C=CC(C(C2CC2)C2C3C(=C(CSC)C=CC=3)NC=2)=CC=1. (3) Given the product [C:1]1([C:7]2[N:15]3[C:10]([CH:11]=[CH:12][CH:13]=[CH:14]3)=[CH:9][C:8]=2[CH2:16][NH:17][C:19]2[N:27]=[CH:26][N:25]=[C:24]3[C:20]=2[N:21]=[CH:22][NH:23]3)[CH:2]=[CH:3][CH:4]=[CH:5][CH:6]=1, predict the reactants needed to synthesize it. The reactants are: [C:1]1([C:7]2[N:15]3[C:10]([CH:11]=[CH:12][CH:13]=[CH:14]3)=[CH:9][C:8]=2[CH2:16][NH2:17])[CH:6]=[CH:5][CH:4]=[CH:3][CH:2]=1.Br[C:19]1[N:27]=[CH:26][N:25]=[C:24]2[C:20]=1[NH:21][CH:22]=[N:23]2.CCN(C(C)C)C(C)C. (4) Given the product [F:21][C:16]1[CH:15]=[C:14]([CH:19]=[C:18]([F:20])[CH:17]=1)[CH2:13][S:12][C:9]1[N:8]=[C:7]2[C:22]([NH2:1])=[N:23][NH:5][C:6]2=[CH:11][CH:10]=1, predict the reactants needed to synthesize it. The reactants are: [N:1]([O-])=O.[Na+].[NH2:5][C:6]1[C:7]([C:22]#[N:23])=[N:8][C:9]([S:12][CH2:13][C:14]2[CH:19]=[C:18]([F:20])[CH:17]=[C:16]([F:21])[CH:15]=2)=[CH:10][CH:11]=1.O.O.Cl[Sn]Cl. (5) Given the product [CH3:1][N:2]1[C:6]2=[CH:7][N:8]=[CH:9][CH:10]=[C:5]2[C:4]([CH:11]=[O:12])=[CH:3]1, predict the reactants needed to synthesize it. The reactants are: [CH3:1][N:2]1[C:6]2=[CH:7][N:8]=[CH:9][CH:10]=[C:5]2[CH:4]=[CH:3]1.[C:11](O)(C(F)(F)F)=[O:12].